Dataset: Catalyst prediction with 721,799 reactions and 888 catalyst types from USPTO. Task: Predict which catalyst facilitates the given reaction. Reactant: [OH:1][C@@H:2]1[C@H:18]2[C@@H:9]([CH2:10][CH2:11][C:12]3[C@:17]2([CH3:19])[CH2:16][CH2:15][C:14](=[O:20])[CH:13]=3)[C@H:8]2[C@@:4]([CH3:26])([C@@H:5]([C:21]([N:23]([CH3:25])[CH3:24])=[O:22])[CH2:6][CH2:7]2)[CH2:3]1.[BH4-].[Na+]. Product: [OH:20][C@@H:14]1[CH:13]=[C:12]2[C@@:17]([CH3:19])([C@@H:18]3[C@@H:9]([CH2:10][CH2:11]2)[C@H:8]2[C@@:4]([CH3:26])([C@@H:5]([C:21]([N:23]([CH3:24])[CH3:25])=[O:22])[CH2:6][CH2:7]2)[CH2:3][C@@H:2]3[OH:1])[CH2:16][CH2:15]1. The catalyst class is: 8.